This data is from Reaction yield outcomes from USPTO patents with 853,638 reactions. The task is: Predict the reaction yield, written as a fraction of the theoretical maximum amount of product (1.0 means a 100% yield; for example, 0.34 means a 34% yield). (1) The reactants are [N:1]1([CH2:6][C:7]2[N:12]=[C:11]([NH:13]C(=O)OC(C)(C)C)[CH:10]=[CH:9][CH:8]=2)[CH2:5][CH2:4][CH2:3][CH2:2]1.C(O)(C(F)(F)F)=[O:22]. The catalyst is ClCCl. The product is [O:22]1[CH2:4][CH2:5][N:1]([CH2:6][C:7]2[N:12]=[C:11]([NH2:13])[CH:10]=[CH:9][CH:8]=2)[CH2:2][CH2:3]1. The yield is 0.950. (2) The product is [CH2:32]([O:31][P:30]([CH2:2][C:3]1[CH:8]=[N:7][C:6]([NH:9][C:10](=[O:29])[C:11]2[CH:16]=[C:15]([O:17][CH2:18][CH2:19][C:20]3[CH:24]=[CH:23][S:22][CH:21]=3)[CH:14]=[C:13]([O:25][CH:26]([CH3:28])[CH3:27])[CH:12]=2)=[CH:5][CH:4]=1)(=[O:37])[O:34][CH2:35][CH3:36])[CH3:33]. The yield is 0.166. The reactants are Br[CH2:2][C:3]1[CH:4]=[CH:5][C:6]([NH:9][C:10](=[O:29])[C:11]2[CH:16]=[C:15]([O:17][CH2:18][CH2:19][C:20]3[CH:24]=[CH:23][S:22][CH:21]=3)[CH:14]=[C:13]([O:25][CH:26]([CH3:28])[CH3:27])[CH:12]=2)=[N:7][CH:8]=1.[P:30]([O:37]CC)([O:34][CH2:35][CH3:36])[O:31][CH2:32][CH3:33].CO.C(OCC)(=O)C. The catalyst is CN(C=O)C. (3) The reactants are [CH:1]1([NH:4][C:5]([NH:7][C:8]2[CH:29]=[CH:28][C:11]([O:12][C:13]3[C:22]4[C:17](=[CH:18][C:19]([O:26][CH3:27])=[C:20]([C:23](O)=[O:24])[CH:21]=4)[N:16]=[CH:15][CH:14]=3)=[CH:10][C:9]=2[CH3:30])=[O:6])[CH2:3][CH2:2]1.[CH3:31][O:32][CH2:33][CH2:34][NH2:35]. No catalyst specified. The product is [CH3:31][O:32][CH2:33][CH2:34][NH:35][C:23]([C:20]1[CH:21]=[C:22]2[C:17](=[CH:18][C:19]=1[O:26][CH3:27])[N:16]=[CH:15][CH:14]=[C:13]2[O:12][C:11]1[CH:28]=[CH:29][C:8]([NH:7][C:5]([NH:4][CH:1]2[CH2:3][CH2:2]2)=[O:6])=[C:9]([CH3:30])[CH:10]=1)=[O:24]. The yield is 0.497. (4) The reactants are [CH3:1][S:2][C:3]1[CH:4]=[C:5]([OH:12])[CH:6]=[CH:7][C:8]=1[N+:9]([O-])=O.NC1C=CC(O)=CC=1F. No catalyst specified. The product is [NH2:9][C:8]1[CH:7]=[CH:6][C:5]([OH:12])=[CH:4][C:3]=1[S:2][CH3:1]. The yield is 0.813. (5) The reactants are N[C@H](C(O)=O)CS.C1(=O)NC(=O)C=C1.[OH:15][C:16]([CH2:18][CH2:19][CH2:20][CH2:21][C@H:22]1[C@@H:30]2[C@@H:25]([NH:26][C:27]([NH:29]2)=[O:28])[CH2:24][S:23]1)=[O:17]. No catalyst specified. The product is [OH:17][C:16]([CH2:18][CH2:19][CH2:20][CH2:21][C@H:22]1[C@@H:30]2[C@@H:25]([NH:26][C:27]([NH:29]2)=[O:28])[CH2:24][S:23]1)=[O:15]. The yield is 1.00.